This data is from Full USPTO retrosynthesis dataset with 1.9M reactions from patents (1976-2016). The task is: Predict the reactants needed to synthesize the given product. Given the product [CH2:1]([O:3][C:4](=[O:23])[CH2:5][CH2:6][C:7]1[CH:12]=[CH:11][C:10]([O:13][C:14]2[CH:19]=[C:18]([CH3:20])[CH:17]=[C:16]([O:21][C:30]3[CH:29]=[CH:28][C:27]([C:32]([F:35])([F:34])[F:33])=[CH:26][C:25]=3[Br:24])[CH:15]=2)=[CH:9][C:8]=1[CH3:22])[CH3:2], predict the reactants needed to synthesize it. The reactants are: [CH2:1]([O:3][C:4](=[O:23])[CH2:5][CH2:6][C:7]1[CH:12]=[CH:11][C:10]([O:13][C:14]2[CH:19]=[C:18]([CH3:20])[CH:17]=[C:16]([OH:21])[CH:15]=2)=[CH:9][C:8]=1[CH3:22])[CH3:2].[Br:24][C:25]1[CH:26]=[C:27]([C:32]([F:35])([F:34])[F:33])[CH:28]=[CH:29][C:30]=1F.C(=O)([O-])[O-].[K+].[K+].Cl.